Task: Predict the reaction yield, written as a fraction of the theoretical maximum amount of product (1.0 means a 100% yield; for example, 0.34 means a 34% yield).. Dataset: Reaction yield outcomes from USPTO patents with 853,638 reactions (1) The reactants are Br[CH:2](Br)[C:3]1[CH:4]=[C:5]([CH:10]=[CH:11][CH:12]=1)[C:6]([O:8][CH3:9])=[O:7].C[OH:15]. No catalyst specified. The product is [CH:2]([C:3]1[CH:4]=[C:5]([CH:10]=[CH:11][CH:12]=1)[C:6]([O:8][CH3:9])=[O:7])=[O:15]. The yield is 0.410. (2) The reactants are [F:1][C:2]1[CH:7]=[CH:6][C:5]([N:8]2[CH2:13][CH2:12][C:11](=O)[CH2:10][CH2:9]2)=[CH:4][CH:3]=1.[C:15]([CH2:17][C:18]([O:20][CH2:21][CH3:22])=[O:19])#[N:16].C([O-])(=O)C.[NH4+]. The catalyst is C1(C)C=CC=CC=1. The product is [C:15]([C:17](=[C:11]1[CH2:12][CH2:13][N:8]([C:5]2[CH:6]=[CH:7][C:2]([F:1])=[CH:3][CH:4]=2)[CH2:9][CH2:10]1)[C:18]([O:20][CH2:21][CH3:22])=[O:19])#[N:16]. The yield is 0.850.